Dataset: Forward reaction prediction with 1.9M reactions from USPTO patents (1976-2016). Task: Predict the product of the given reaction. (1) Given the reactants [C:1]([NH:24][C@@H:25]([CH3:69])[C:26]([O:28][C:29]1[CH:34]=[CH:33][C:32]([C:35]2[S:39][C:38]3[CH:40]=[C:41]([O:44][Si](C(C)(C)C)(C)C)[CH:42]=[CH:43][C:37]=3[C:36]=2[C:52](=[O:68])[C:53]2[CH:58]=[CH:57][C:56]([O:59][CH2:60][CH2:61][N:62]3[CH2:67][CH2:66][O:65][CH2:64][CH2:63]3)=[CH:55][CH:54]=2)=[CH:31][CH:30]=1)=[O:27])(=[O:23])[CH2:2][CH2:3]/[CH:4]=[CH:5]\[CH2:6]/[CH:7]=[CH:8]\[CH2:9]/[CH:10]=[CH:11]\[CH2:12]/[CH:13]=[CH:14]\[CH2:15]/[CH:16]=[CH:17]\[CH2:18]/[CH:19]=[CH:20]\[CH2:21][CH3:22].[F-].C([N+](CCCC)(CCCC)CCCC)CCC, predict the reaction product. The product is: [C:1]([NH:24][C@@H:25]([CH3:69])[C:26]([O:28][C:29]1[CH:34]=[CH:33][C:32]([C:35]2[S:39][C:38]3[CH:40]=[C:41]([OH:44])[CH:42]=[CH:43][C:37]=3[C:36]=2[C:52](=[O:68])[C:53]2[CH:54]=[CH:55][C:56]([O:59][CH2:60][CH2:61][N:62]3[CH2:67][CH2:66][O:65][CH2:64][CH2:63]3)=[CH:57][CH:58]=2)=[CH:31][CH:30]=1)=[O:27])(=[O:23])[CH2:2][CH2:3]/[CH:4]=[CH:5]\[CH2:6]/[CH:7]=[CH:8]\[CH2:9]/[CH:10]=[CH:11]\[CH2:12]/[CH:13]=[CH:14]\[CH2:15]/[CH:16]=[CH:17]\[CH2:18]/[CH:19]=[CH:20]\[CH2:21][CH3:22]. (2) The product is: [Br:22][C:23]1[CH:28]=[CH:27][C:26]([CH2:29][CH2:30][C@H:31]2[C:40]3[C:35](=[CH:36][C:37]([O:43][CH3:44])=[C:38]([O:41][CH3:42])[CH:39]=3)[CH2:34][CH2:33][N:32]2[C@H:4]([C:5]2[CH:6]=[CH:7][CH:8]=[CH:9][CH:10]=2)[C:1]([NH2:2])=[O:3])=[C:25]([F:45])[CH:24]=1. Given the reactants [C:1]([CH:4](OS(C1C=CC(C)=CC=1)(=O)=O)[C:5]1[CH:10]=[CH:9][CH:8]=[CH:7][CH:6]=1)(=[O:3])[NH2:2].[Br:22][C:23]1[CH:28]=[CH:27][C:26]([CH2:29][CH2:30][C@H:31]2[C:40]3[C:35](=[CH:36][C:37]([O:43][CH3:44])=[C:38]([O:41][CH3:42])[CH:39]=3)[CH2:34][CH2:33][NH:32]2)=[C:25]([F:45])[CH:24]=1, predict the reaction product.